The task is: Predict the reaction yield, written as a fraction of the theoretical maximum amount of product (1.0 means a 100% yield; for example, 0.34 means a 34% yield).. This data is from Reaction yield outcomes from USPTO patents with 853,638 reactions. The reactants are Br[C:2]1[N:11]=[C:10]([C:12]2[NH:16][C:15]([CH2:17][C:18]3[CH:23]=[CH:22][C:21]([F:24])=[CH:20][CH:19]=3)=[N:14][N:13]=2)[C:9]([OH:25])=[C:8]2[C:3]=1[CH:4]=[CH:5][CH:6]=[N:7]2.[CH3:26][S:27]([OH:29])=[O:28].[Na].O. The catalyst is CN1CCCC1=O. The product is [F:24][C:21]1[CH:22]=[CH:23][C:18]([CH2:17][C:15]2[NH:16][C:12]([C:10]3[C:9]([OH:25])=[C:8]4[C:3]([CH:4]=[CH:5][CH:6]=[N:7]4)=[C:2]([S:27]([CH3:26])(=[O:29])=[O:28])[N:11]=3)=[N:13][N:14]=2)=[CH:19][CH:20]=1. The yield is 0.330.